Dataset: TCR-epitope binding with 47,182 pairs between 192 epitopes and 23,139 TCRs. Task: Binary Classification. Given a T-cell receptor sequence (or CDR3 region) and an epitope sequence, predict whether binding occurs between them. (1) Result: 0 (the TCR does not bind to the epitope). The epitope is RLDKVEAEV. The TCR CDR3 sequence is CASSFAGDYNEQFF. (2) The epitope is TLIGDCATV. The TCR CDR3 sequence is CASSSGQPYEQYF. Result: 0 (the TCR does not bind to the epitope). (3) The epitope is NLVPMVATV. The TCR CDR3 sequence is CASSLNPQQPQHF. Result: 1 (the TCR binds to the epitope). (4) The epitope is LLWNGPMAV. The TCR CDR3 sequence is CSAPLAGGPNEQFF. Result: 1 (the TCR binds to the epitope). (5) The epitope is FLPRVFSAV. The TCR CDR3 sequence is CASSSDRGAGANVLTF. Result: 1 (the TCR binds to the epitope). (6) The epitope is FTYASALWEI. The TCR CDR3 sequence is CASSPTTSTLSYEQYF. Result: 0 (the TCR does not bind to the epitope). (7) The epitope is KAYNVTQAF. The TCR CDR3 sequence is CASSQEDHPTYEQYF. Result: 0 (the TCR does not bind to the epitope).